From a dataset of NCI-60 drug combinations with 297,098 pairs across 59 cell lines. Regression. Given two drug SMILES strings and cell line genomic features, predict the synergy score measuring deviation from expected non-interaction effect. Drug 2: CCCCC(=O)OCC(=O)C1(CC(C2=C(C1)C(=C3C(=C2O)C(=O)C4=C(C3=O)C=CC=C4OC)O)OC5CC(C(C(O5)C)O)NC(=O)C(F)(F)F)O. Drug 1: C1=C(C(=O)NC(=O)N1)N(CCCl)CCCl. Cell line: UO-31. Synergy scores: CSS=15.4, Synergy_ZIP=-7.72, Synergy_Bliss=-6.96, Synergy_Loewe=-3.96, Synergy_HSA=-3.66.